The task is: Predict which catalyst facilitates the given reaction.. This data is from Catalyst prediction with 721,799 reactions and 888 catalyst types from USPTO. (1) Reactant: [NH2:1][C:2]1[CH:7]=[CH:6][C:5]([OH:8])=[CH:4][C:3]=1[N+:9]([O-:11])=[O:10].F[C:13]1[CH:20]=[CH:19][C:16]([CH:17]=[O:18])=[CH:15][C:14]=1[O:21][CH3:22].C([O-])([O-])=O.[Cs+].[Cs+]. Product: [NH2:1][C:2]1[CH:7]=[CH:6][C:5]([O:8][C:13]2[CH:20]=[CH:19][C:16]([CH:17]=[O:18])=[CH:15][C:14]=2[O:21][CH3:22])=[CH:4][C:3]=1[N+:9]([O-:11])=[O:10]. The catalyst class is: 9. (2) Reactant: [NH2:1][C:2]1[N:3]=[C:4]([NH:9][CH2:10][CH2:11][NH:12][C:13]2[C:14]3[N:15]([N:27]=[C:28]([C:30](OCC)=[O:31])[CH:29]=3)[CH:16]=[C:17]([C:19]3[CH:24]=[CH:23][C:22]([Cl:25])=[CH:21][C:20]=3[Cl:26])[N:18]=2)[S:5][C:6]=1[C:7]#[N:8].[H-].[Al+3].[Li+].[H-].[H-].[H-].CO.Cl. Product: [NH2:1][C:2]1[N:3]=[C:4]([NH:9][CH2:10][CH2:11][NH:12][C:13]2[C:14]3[N:15]([N:27]=[C:28]([CH2:30][OH:31])[CH:29]=3)[CH:16]=[C:17]([C:19]3[CH:24]=[CH:23][C:22]([Cl:25])=[CH:21][C:20]=3[Cl:26])[N:18]=2)[S:5][C:6]=1[C:7]#[N:8]. The catalyst class is: 1. (3) Reactant: C(=O)([O-])[O-].[K+].[K+].C([O:10][C:11]1[C:19]2[CH:18]=[CH:17][S:16][C:15]=2[CH:14]=[C:13]([C:20]([O:22][CH2:23][CH3:24])=[O:21])[CH:12]=1)(=O)C. Product: [OH:10][C:11]1[C:19]2[CH:18]=[CH:17][S:16][C:15]=2[CH:14]=[C:13]([C:20]([O:22][CH2:23][CH3:24])=[O:21])[CH:12]=1. The catalyst class is: 8.